From a dataset of Catalyst prediction with 721,799 reactions and 888 catalyst types from USPTO. Predict which catalyst facilitates the given reaction. Reactant: [C:1]([O:5][C:6]([N:8]1[CH2:12][CH2:11][C@@H:10]([NH:13][C:14]2[C:22]3[C:17](=[N:18][CH:19]=[CH:20][C:21]=3[O:23][C:24]3[CH:25]=[C:26]([CH:30]=[CH:31][CH:32]=3)[C:27](O)=[O:28])[N:16]([CH2:33][C:34]3[CH:39]=[CH:38][C:37]([O:40][CH3:41])=[CH:36][CH:35]=3)[N:15]=2)[CH2:9]1)=[O:7])([CH3:4])([CH3:3])[CH3:2].C(Cl)CCl.C1C=CC2N(O)N=NC=2C=1.O.[CH:57]([C:60]1[CH:66]=[CH:65][C:63]([NH2:64])=[CH:62][C:61]=1[CH3:67])([CH3:59])[CH3:58]. Product: [CH:57]([C:60]1[CH:66]=[CH:65][C:63]([NH:64][C:27]([C:26]2[CH:25]=[C:24]([CH:32]=[CH:31][CH:30]=2)[O:23][C:21]2[CH:20]=[CH:19][N:18]=[C:17]3[N:16]([CH2:33][C:34]4[CH:39]=[CH:38][C:37]([O:40][CH3:41])=[CH:36][CH:35]=4)[N:15]=[C:14]([NH:13][C@@H:10]4[CH2:11][CH2:12][N:8]([C:6]([O:5][C:1]([CH3:3])([CH3:4])[CH3:2])=[O:7])[CH2:9]4)[C:22]=23)=[O:28])=[CH:62][C:61]=1[CH3:67])([CH3:59])[CH3:58]. The catalyst class is: 3.